From a dataset of Forward reaction prediction with 1.9M reactions from USPTO patents (1976-2016). Predict the product of the given reaction. (1) Given the reactants [C:1]([O:5][C:6]([NH:8][CH:9]1[CH2:14][CH2:13][CH2:12][CH:11]([C:15]([OH:17])=O)[CH2:10]1)=[O:7])([CH3:4])([CH3:3])[CH3:2].C(N(CC)CC)C.F[P-](F)(F)(F)(F)F.N1(O[P+](N2CCCC2)(N2CCCC2)N2CCCC2)C2C=CC=CC=2N=N1.Cl.[CH3:59][NH:60][O:61][CH3:62], predict the reaction product. The product is: [CH3:62][O:61][N:60]([CH3:59])[C:15]([CH:11]1[CH2:12][CH2:13][CH2:14][CH:9]([NH:8][C:6](=[O:7])[O:5][C:1]([CH3:2])([CH3:3])[CH3:4])[CH2:10]1)=[O:17]. (2) Given the reactants [Li]CCCC.C([Mg]Cl)(C)C.C(OCC)C.Br[C:17]1[C:18]([CH3:23])=[N:19][CH:20]=[CH:21][CH:22]=1.[C:24]([O:28][CH2:29][CH3:30])(=[O:27])[CH:25]=[O:26].C1(C)C=CC=CC=1.C([O-])([O-])=O.[K+].[K+], predict the reaction product. The product is: [OH:26][CH:25]([C:17]1[C:18]([CH3:23])=[N:19][CH:20]=[CH:21][CH:22]=1)[C:24]([O:28][CH2:29][CH3:30])=[O:27].